This data is from Full USPTO retrosynthesis dataset with 1.9M reactions from patents (1976-2016). The task is: Predict the reactants needed to synthesize the given product. (1) Given the product [CH3:8][O:9][C:10](=[O:53])[CH2:11][C:12]1[CH:13]=[C:14]([C:19]2[CH:24]=[CH:23][C:22]([C:25]([CH2:28][CH3:29])([C:30]3[CH:35]=[CH:34][C:33]([CH2:36][CH2:37][CH:38]([OH:43])[C:39]([CH3:41])([CH3:42])[CH3:40])=[C:32]([CH3:51])[CH:31]=3)[CH2:26][CH3:27])=[CH:21][C:20]=2[CH3:52])[CH:15]=[C:16]([OH:18])[CH:17]=1, predict the reactants needed to synthesize it. The reactants are: FC(F)(F)C(O)=O.[CH3:8][O:9][C:10](=[O:53])[CH2:11][C:12]1[CH:13]=[C:14]([C:19]2[CH:24]=[CH:23][C:22]([C:25]([C:30]3[CH:35]=[CH:34][C:33]([CH2:36][CH2:37][CH:38]([O:43][Si](C(C)(C)C)(C)C)[C:39]([CH3:42])([CH3:41])[CH3:40])=[C:32]([CH3:51])[CH:31]=3)([CH2:28][CH3:29])[CH2:26][CH3:27])=[CH:21][C:20]=2[CH3:52])[CH:15]=[C:16]([OH:18])[CH:17]=1. (2) The reactants are: [CH3:1][O:2][C:3](=[O:14])[C:4]1[CH:9]=[CH:8][C:7]([OH:10])=[C:6]([N+:11]([O-:13])=[O:12])[CH:5]=1.C([O-])([O-])=O.[K+].[K+].[CH2:21](Br)[C:22]1[CH:27]=[CH:26][CH:25]=[CH:24][CH:23]=1. Given the product [CH3:1][O:2][C:3](=[O:14])[C:4]1[CH:9]=[CH:8][C:7]([O:10][CH2:21][C:22]2[CH:27]=[CH:26][CH:25]=[CH:24][CH:23]=2)=[C:6]([N+:11]([O-:13])=[O:12])[CH:5]=1, predict the reactants needed to synthesize it. (3) The reactants are: [Cl:1][C:2]1[CH:25]=[CH:24][C:5]([CH2:6][NH:7][C:8]([C:10]2[C:11]([OH:23])=[C:12]3[CH:18]=[C:17]([CH2:19][CH2:20][CH2:21][OH:22])[S:16][C:13]3=[N:14][CH:15]=2)=[O:9])=[CH:4][CH:3]=1.C([O-])([O-])=O.[K+].[K+].Br.Br[CH2:34][CH2:35][N:36]([CH2:39][CH3:40])[CH2:37][CH3:38]. Given the product [ClH:1].[Cl:1][C:2]1[CH:3]=[CH:4][C:5]([CH2:6][NH:7][C:8]([C:10]2[C:11](=[O:23])[C:12]3[CH:18]=[C:17]([CH2:19][CH2:20][CH2:21][OH:22])[S:16][C:13]=3[N:14]([CH2:34][CH2:35][N:36]([CH2:39][CH3:40])[CH2:37][CH3:38])[CH:15]=2)=[O:9])=[CH:24][CH:25]=1, predict the reactants needed to synthesize it. (4) Given the product [CH:16]([C:20]1[C:21]([N:34]([CH2:35][CH3:36])[CH2:37][CH3:38])=[N:22][C:23]([S:32]([CH3:33])(=[O:9])=[O:39])=[N:24][C:25]=1[NH:26][CH2:27][C:28]([F:31])([F:29])[F:30])([CH2:18][CH3:19])[CH3:17], predict the reactants needed to synthesize it. The reactants are: ClC1C=CC=C(C(OO)=[O:9])C=1.C(Cl)(Cl)Cl.[CH:16]([C:20]1[C:21]([N:34]([CH2:37][CH3:38])[CH2:35][CH3:36])=[N:22][C:23]([S:32][CH3:33])=[N:24][C:25]=1[NH:26][CH2:27][C:28]([F:31])([F:30])[F:29])([CH2:18][CH3:19])[CH3:17].[OH2:39]. (5) Given the product [ClH:28].[O:1]1[CH2:6][CH2:5][NH:4][C:3]2[N:7]=[CH:8][C:9](/[CH:11]=[CH:12]/[C:13]([N:15]([CH3:27])[CH2:16][C:17]3[O:18][C:19]4[CH:26]=[CH:25][CH:24]=[CH:23][C:20]=4[C:21]=3[CH3:22])=[O:14])=[CH:10][C:2]1=2, predict the reactants needed to synthesize it. The reactants are: [O:1]1[CH2:6][CH2:5][NH:4][C:3]2[N:7]=[CH:8][C:9](/[CH:11]=[CH:12]/[C:13]([N:15]([CH3:27])[CH2:16][C:17]3[O:18][C:19]4[CH:26]=[CH:25][CH:24]=[CH:23][C:20]=4[C:21]=3[CH3:22])=[O:14])=[CH:10][C:2]1=2.[ClH:28]. (6) Given the product [CH2:1]([O:8][C:9]([N:11]1[CH:15]([C:16](=[O:35])[NH:17][C:18]2[S:19][CH:20]=[C:21]([C:23]3[CH:24]=[CH:25][C:26]([C:29](=[O:34])[NH:30][CH:31]4[CH2:32][CH2:33]4)=[CH:27][CH:28]=3)[N:22]=2)[CH2:14][S:13][CH:12]1[CH2:36][CH2:37][CH2:38][CH2:39][C:40](=[O:42])[N:45]([CH3:46])[CH3:44])=[O:10])[C:2]1[CH:3]=[CH:4][CH:5]=[CH:6][CH:7]=1, predict the reactants needed to synthesize it. The reactants are: [CH2:1]([O:8][C:9]([N:11]1[CH:15]([C:16](=[O:35])[NH:17][C:18]2[S:19][CH:20]=[C:21]([C:23]3[CH:28]=[CH:27][C:26]([C:29](=[O:34])[NH:30][CH:31]4[CH2:33][CH2:32]4)=[CH:25][CH:24]=3)[N:22]=2)[CH2:14][S:13][CH:12]1[CH2:36][CH2:37][CH2:38][CH2:39][C:40]([OH:42])=O)=[O:10])[C:2]1[CH:7]=[CH:6][CH:5]=[CH:4][CH:3]=1.C[CH2:44][N:45](C(C)C)[CH:46](C)C.CN(C(ON1N=NC2C=CC=NC1=2)=[N+](C)C)C.F[P-](F)(F)(F)(F)F.CNC.